This data is from NCI-60 drug combinations with 297,098 pairs across 59 cell lines. The task is: Regression. Given two drug SMILES strings and cell line genomic features, predict the synergy score measuring deviation from expected non-interaction effect. (1) Drug 1: CC=C1C(=O)NC(C(=O)OC2CC(=O)NC(C(=O)NC(CSSCCC=C2)C(=O)N1)C(C)C)C(C)C. Drug 2: C#CCC(CC1=CN=C2C(=N1)C(=NC(=N2)N)N)C3=CC=C(C=C3)C(=O)NC(CCC(=O)O)C(=O)O. Cell line: TK-10. Synergy scores: CSS=61.1, Synergy_ZIP=-1.35, Synergy_Bliss=-2.19, Synergy_Loewe=-2.58, Synergy_HSA=-0.537. (2) Drug 1: CCCCCOC(=O)NC1=NC(=O)N(C=C1F)C2C(C(C(O2)C)O)O. Drug 2: N.N.Cl[Pt+2]Cl. Cell line: OVCAR-4. Synergy scores: CSS=52.3, Synergy_ZIP=1.44, Synergy_Bliss=2.61, Synergy_Loewe=-22.7, Synergy_HSA=0.559. (3) Drug 2: CC12CCC3C(C1CCC2O)C(CC4=C3C=CC(=C4)O)CCCCCCCCCS(=O)CCCC(C(F)(F)F)(F)F. Cell line: DU-145. Synergy scores: CSS=5.70, Synergy_ZIP=-3.28, Synergy_Bliss=-3.28, Synergy_Loewe=0.467, Synergy_HSA=-3.59. Drug 1: C1=CC(=CC=C1C#N)C(C2=CC=C(C=C2)C#N)N3C=NC=N3.